Dataset: TCR-epitope binding with 47,182 pairs between 192 epitopes and 23,139 TCRs. Task: Binary Classification. Given a T-cell receptor sequence (or CDR3 region) and an epitope sequence, predict whether binding occurs between them. The epitope is YLQPRTFLL. The TCR CDR3 sequence is CASSFTGGGSGANVLTF. Result: 0 (the TCR does not bind to the epitope).